This data is from Full USPTO retrosynthesis dataset with 1.9M reactions from patents (1976-2016). The task is: Predict the reactants needed to synthesize the given product. (1) Given the product [OH:31][CH2:32][C:27]([CH2:28][OH:29])([CH3:35])[C:25]([O:24][C:22]1[CH:23]=[C:18]([CH:19]=[C:20]([O:36][C:37](=[O:38])[C:39]([CH2:40][OH:41])([CH2:44][OH:43])[CH3:47])[CH:21]=1)[C:17]([O:16][CH2:15][CH2:14][CH2:13][CH2:12][CH2:11][CH2:10][O:9][C:7](=[O:8])[C:6]1[CH:49]=[C:50]([N+:52]([O-:54])=[O:53])[CH:51]=[C:4]([N+:1]([O-:3])=[O:2])[CH:5]=1)=[O:48])=[O:26], predict the reactants needed to synthesize it. The reactants are: [N+:1]([C:4]1[CH:5]=[C:6]([CH:49]=[C:50]([N+:52]([O-:54])=[O:53])[CH:51]=1)[C:7]([O:9][CH2:10][CH2:11][CH2:12][CH2:13][CH2:14][CH2:15][O:16][C:17](=[O:48])[C:18]1[CH:23]=[C:22]([O:24][C:25]([C:27]2([CH3:35])[CH2:32][O:31]C(C)(C)[O:29][CH2:28]2)=[O:26])[CH:21]=[C:20]([O:36][C:37]([C:39]2([CH3:47])[CH2:44][O:43]C(C)(C)[O:41][CH2:40]2)=[O:38])[CH:19]=1)=[O:8])([O-:3])=[O:2]. (2) Given the product [C:1]([C:3]([CH2:8][CH2:9][O:10][CH3:11])([CH2:12][CH2:13][O:14][CH3:15])[C:4]([OH:6])=[O:5])#[N:2], predict the reactants needed to synthesize it. The reactants are: [C:1]([C:3]([CH2:12][CH2:13][O:14][CH3:15])([CH2:8][CH2:9][O:10][CH3:11])[C:4]([O:6]C)=[O:5])#[N:2].[OH-].[Na+].CCCCCC.COC(C)(C)C. (3) Given the product [O:58]=[C:15]([C@@:16]1([OH:57])[CH2:33][C@H:32]([O:34][C@@H:35]2[O:49][C@@H:48]([CH3:50])[C@H:38]3[O:39][C@H:40]4[N:45]([C@H:37]3[CH2:36]2)[CH2:44][CH2:43][O:42][C@@H:41]4[O:46][CH3:47])[C:31]2[C:18](=[C:19]([OH:56])[C:20]3[C:21](=[O:55])[C:22]4[C:27]([C:28](=[O:52])[C:29]=3[C:30]=2[OH:51])=[C:26]([O:53][CH3:54])[CH:25]=[CH:24][CH:23]=4)[CH2:17]1)[CH2:14][O:13][C:7]1([O:6][CH2:5][C:4]([OH:59])=[O:3])[CH2:12][CH2:11][CH2:10][CH2:9][CH2:8]1, predict the reactants needed to synthesize it. The reactants are: C([O:3][C:4](=[O:59])[CH2:5][O:6][C:7]1([O:13][CH2:14][C:15](=[O:58])[C@@:16]2([OH:57])[CH2:33][C@H:32]([O:34][C@@H:35]3[O:49][C@@H:48]([CH3:50])[C@H:38]4[O:39][C@H:40]5[N:45]([C@H:37]4[CH2:36]3)[CH2:44][CH2:43][O:42][C@@H:41]5[O:46][CH3:47])[C:31]3[C:18](=[C:19]([OH:56])[C:20]4[C:21](=[O:55])[C:22]5[C:27]([C:28](=[O:52])[C:29]=4[C:30]=3[OH:51])=[C:26]([O:53][CH3:54])[CH:25]=[CH:24][CH:23]=5)[CH2:17]2)[CH2:12][CH2:11][CH2:10][CH2:9][CH2:8]1)C.[OH-].[Na+]. (4) Given the product [CH2:11]([O:18][C:19]1[CH:20]=[CH:21][C:22]([NH:23][C:35]([C:28]2[C:29]3[C:34](=[CH:33][CH:32]=[CH:31][CH:30]=3)[NH:26][N:27]=2)=[O:36])=[CH:24][CH:25]=1)[C:12]1[CH:13]=[CH:14][CH:15]=[CH:16][CH:17]=1, predict the reactants needed to synthesize it. The reactants are: CCN(C(C)C)C(C)C.Cl.[CH2:11]([O:18][C:19]1[CH:25]=[CH:24][C:22]([NH2:23])=[CH:21][CH:20]=1)[C:12]1[CH:17]=[CH:16][CH:15]=[CH:14][CH:13]=1.[NH:26]1[C:34]2[C:29](=[CH:30][CH:31]=[CH:32][CH:33]=2)[C:28]([C:35](O)=[O:36])=[N:27]1.CN(C(ON1N=NC2C=CC=CC1=2)=[N+](C)C)C.F[P-](F)(F)(F)(F)F.C(=O)(O)[O-].[Na+].